From a dataset of Forward reaction prediction with 1.9M reactions from USPTO patents (1976-2016). Predict the product of the given reaction. (1) Given the reactants [CH3:1][C:2]1([C:6]2[C:10]3[CH2:11][N:12]([C:15]([O:17]C(C)(C)C)=O)[CH2:13][CH2:14][C:9]=3[NH:8][N:7]=2)[CH2:5][CH2:4][CH2:3]1.[Cl:22][C:23]1[CH:28]=[CH:27][CH:26]=[C:25]([N:29]=C=O)[CH:24]=1, predict the reaction product. The product is: [Cl:22][C:23]1[CH:24]=[C:25]([NH:29][C:15]([N:12]2[CH2:13][CH2:14][C:9]3[NH:8][N:7]=[C:6]([C:2]4([CH3:1])[CH2:3][CH2:4][CH2:5]4)[C:10]=3[CH2:11]2)=[O:17])[CH:26]=[CH:27][CH:28]=1. (2) Given the reactants [H-].[Na+].C(OP([CH2:11][C:12]([O:14][CH2:15][CH3:16])=[O:13])(OCC)=O)C.[Cl:17][C:18]1[CH:23]=[CH:22][CH:21]=[CH:20][C:19]=1[CH:24]1[C:29]([C:30]#[N:31])=[C:28]([CH:32]=O)[NH:27][C:26]2=[N:34][NH:35][CH:36]=[C:25]12.O, predict the reaction product. The product is: [Cl:17][C:18]1[CH:23]=[CH:22][CH:21]=[CH:20][C:19]=1[CH:24]1[C:29]([C:30]#[N:31])=[C:28](/[CH:32]=[CH:11]/[C:12]([O:14][CH2:15][CH3:16])=[O:13])[NH:27][C:26]2=[N:34][NH:35][CH:36]=[C:25]12. (3) The product is: [CH3:1][NH:2][C:3]1[CH:11]=[CH:10][C:6]([C:7]([N:30]2[CH2:29][CH2:28][CH:27]([C:24]3[CH:23]=[CH:22][C:21]([C:19]4[CH:18]=[N:17][N:16]([CH3:15])[CH:20]=4)=[CH:26][CH:25]=3)[CH2:32][CH2:31]2)=[O:9])=[CH:5][C:4]=1[N+:12]([O-:14])=[O:13]. Given the reactants [CH3:1][NH:2][C:3]1[CH:11]=[CH:10][C:6]([C:7]([OH:9])=O)=[CH:5][C:4]=1[N+:12]([O-:14])=[O:13].[CH3:15][N:16]1[CH:20]=[C:19]([C:21]2[CH:26]=[CH:25][C:24]([CH:27]3[CH2:32][CH2:31][NH:30][CH2:29][CH2:28]3)=[CH:23][CH:22]=2)[CH:18]=[N:17]1.C(N(CC)C(C)C)(C)C.CN(C(ON1N=NC2C=CC=CC1=2)=[N+](C)C)C.F[P-](F)(F)(F)(F)F.C([O-])([O-])=O.[Na+].[Na+], predict the reaction product. (4) Given the reactants Cl[C:2]1[C:7]2[C:8](=[O:31])[N:9]([C:14]3[CH:19]=[CH:18][C:17]([C@H:20]4[CH2:25][CH2:24][C@H:23]([CH2:26][C:27]([O:29]C)=[O:28])[CH2:22][CH2:21]4)=[CH:16][CH:15]=3)[CH2:10][C@@H:11]([CH3:13])[O:12][C:6]=2[N:5]=[CH:4][N:3]=1.[Li+].[OH-].Cl.C(O)(C)C.[NH3:39], predict the reaction product. The product is: [NH2:39][C:2]1[C:7]2[C:8](=[O:31])[N:9]([C:14]3[CH:19]=[CH:18][C:17]([C@H:20]4[CH2:21][CH2:22][C@H:23]([CH2:26][C:27]([OH:29])=[O:28])[CH2:24][CH2:25]4)=[CH:16][CH:15]=3)[CH2:10][C@@H:11]([CH3:13])[O:12][C:6]=2[N:5]=[CH:4][N:3]=1. (5) Given the reactants Br[C:2]1[CH:3]=[C:4]([Cl:15])[CH:5]=[C:6]2[C:10]=1[NH:9][C:8]([C:11]([NH2:13])=[O:12])=[C:7]2[CH3:14].[F:16][C:17]1[CH:22]=[CH:21][C:20](B(O)O)=[CH:19][CH:18]=1, predict the reaction product. The product is: [Cl:15][C:4]1[CH:5]=[C:6]2[C:10](=[C:2]([C:20]3[CH:21]=[CH:22][C:17]([F:16])=[CH:18][CH:19]=3)[CH:3]=1)[NH:9][C:8]([C:11]([NH2:13])=[O:12])=[C:7]2[CH3:14]. (6) Given the reactants [NH2:1][C:2]1[C:10]([N+:11]([O-:13])=[O:12])=[C:9](O)[C:5]([N+:6]([O-:8])=[O:7])=[C:4]([NH2:15])[C:3]=1[N+:16]([O-:18])=[O:17].P([O-])([O-])(O)=O.[NH4+:24].[NH4+].O, predict the reaction product. The product is: [C:9]1([NH2:24])[C:10]([N+:11]([O-:13])=[O:12])=[C:2]([NH2:1])[C:3]([N+:16]([O-:18])=[O:17])=[C:4]([NH2:15])[C:5]=1[N+:6]([O-:8])=[O:7]. (7) Given the reactants [CH3:1][N:2]([CH3:5])[CH2:3][CH3:4].[F:6][C:7]([F:13])([F:12])[S:8]([OH:11])(=[O:10])=[O:9], predict the reaction product. The product is: [F:6][C:7]([F:13])([F:12])[S:8]([O-:11])(=[O:10])=[O:9].[CH3:1][NH+:2]([CH3:5])[CH2:3][CH3:4]. (8) Given the reactants [Br:1][C:2]1[CH2:3][O:4][C:5](=[O:9])[C:6]=1[O:7][CH3:8].[Br:10]N1C(=O)CCC1=O, predict the reaction product. The product is: [Br:10][CH:3]1[C:2]([Br:1])=[C:6]([O:7][CH3:8])[C:5](=[O:9])[O:4]1. (9) Given the reactants Cl[C:2]1[CH:7]=[C:6]([C:8]([NH:10][C:11]2[S:12][C:13]([N:21]3[CH2:26][CH2:25][O:24][CH2:23][CH2:22]3)=[C:14]([C:16]3[O:17][CH:18]=[CH:19][CH:20]=3)[N:15]=2)=[O:9])[CH:5]=[CH:4][N:3]=1.[CH3:27][N:28]1[CH2:33][CH2:32][NH:31][CH2:30][CH2:29]1.O, predict the reaction product. The product is: [O:17]1[CH:18]=[CH:19][CH:20]=[C:16]1[C:14]1[N:15]=[C:11]([NH:10][C:8]([C:6]2[CH:5]=[CH:4][N:3]=[C:2]([N:31]3[CH2:32][CH2:33][N:28]([CH3:27])[CH2:29][CH2:30]3)[CH:7]=2)=[O:9])[S:12][C:13]=1[N:21]1[CH2:26][CH2:25][O:24][CH2:23][CH2:22]1.